Dataset: Full USPTO retrosynthesis dataset with 1.9M reactions from patents (1976-2016). Task: Predict the reactants needed to synthesize the given product. (1) Given the product [Cl:26][C:18]1[C:17]2[C:15](=[O:16])[NH:14][CH2:13][C@H:9]3[N:8]([CH2:12][CH2:11][CH2:10]3)[C:22]=2[N:21]=[C:20]([S:24][CH3:25])[N:19]=1, predict the reactants needed to synthesize it. The reactants are: C(=O)([O-])[O-].[K+].[K+].Cl.[NH:8]1[CH2:12][CH2:11][CH2:10][C@H:9]1[CH2:13][NH:14][C:15]([C:17]1[C:18]([Cl:26])=[N:19][C:20]([S:24][CH3:25])=[N:21][C:22]=1Cl)=[O:16]. (2) The reactants are: [C:1]([O:5][CH2:6][CH3:7])(=[O:4])[C:2]#[CH:3].[Li+].C[Si]([N-][Si](C)(C)C)(C)C.[CH2:18]([C:20]1[CH:27]=[CH:26][C:23]([CH:24]=[O:25])=[CH:22][CH:21]=1)[CH3:19].Cl. Given the product [CH2:18]([C:20]1[CH:27]=[CH:26][C:23]([CH:24]([OH:25])[C:3]#[C:2][C:1]([O:5][CH2:6][CH3:7])=[O:4])=[CH:22][CH:21]=1)[CH3:19], predict the reactants needed to synthesize it. (3) Given the product [CH2:1]([N:8]1[CH2:28][CH2:27][C:11]2[N:12]=[C:13]([C:37]3[C:36]([CH3:48])=[CH:35][CH:34]=[C:33]4[C:38]=3[C:30]([CH3:29])=[N:31][N:32]4[S:49]([C:52]3[CH:58]=[CH:57][C:55]([CH3:56])=[CH:54][CH:53]=3)(=[O:50])=[O:51])[N:14]=[C:15]([N:16]3[CH2:21][CH2:20][C@@H:19]([O:22][CH3:23])[C:18]([CH3:25])([CH3:24])[CH2:17]3)[C:10]=2[CH2:9]1)[C:2]1[CH:7]=[CH:6][CH:5]=[CH:4][CH:3]=1, predict the reactants needed to synthesize it. The reactants are: [CH2:1]([N:8]1[CH2:28][CH2:27][C:11]2[N:12]=[C:13](Cl)[N:14]=[C:15]([N:16]3[CH2:21][CH2:20][C@@H:19]([O:22][CH3:23])[C:18]([CH3:25])([CH3:24])[CH2:17]3)[C:10]=2[CH2:9]1)[C:2]1[CH:7]=[CH:6][CH:5]=[CH:4][CH:3]=1.[CH3:29][C:30]1[C:38]2[C:33](=[CH:34][CH:35]=[C:36]([CH3:48])[C:37]=2B2OC(C)(C)C(C)(C)O2)[N:32]([S:49]([C:52]2[CH:58]=[CH:57][C:55]([CH3:56])=[CH:54][CH:53]=2)(=[O:51])=[O:50])[N:31]=1.C(=O)([O-])[O-].[Na+].[Na+]. (4) Given the product [Cl:11][C:12]1[CH:13]=[C:14]([NH:19][C:20]([NH:1][C:2]2[CH:7]=[CH:6][CH:5]=[CH:4][C:3]=2[CH2:8][CH2:9][OH:10])=[O:21])[CH:15]=[CH:16][C:17]=1[Cl:18], predict the reactants needed to synthesize it. The reactants are: [NH2:1][C:2]1[CH:7]=[CH:6][CH:5]=[CH:4][C:3]=1[CH2:8][CH2:9][OH:10].[Cl:11][C:12]1[CH:13]=[C:14]([N:19]=[C:20]=[O:21])[CH:15]=[CH:16][C:17]=1[Cl:18]. (5) Given the product [Br:18][C:14]1[N:15]=[C:16]([O:7][CH2:6][CH:1]2[CH2:5][CH2:4][CH2:3][CH2:2]2)[C:11]([NH2:10])=[N:12][CH:13]=1, predict the reactants needed to synthesize it. The reactants are: [CH:1]1([CH2:6][OH:7])[CH2:5][CH2:4][CH2:3][CH2:2]1.[H-].[Na+].[NH2:10][C:11]1[C:16](Br)=[N:15][C:14]([Br:18])=[CH:13][N:12]=1. (6) Given the product [Br:2][C:3]1[CH:4]=[C:5]([CH:9]=[CH:10][C:11]=1[O:12][C:13]([F:14])([F:15])[F:16])[C:6]([O:8][CH3:17])=[O:7], predict the reactants needed to synthesize it. The reactants are: Cl.[Br:2][C:3]1[CH:4]=[C:5]([CH:9]=[CH:10][C:11]=1[O:12][C:13]([F:16])([F:15])[F:14])[C:6]([OH:8])=[O:7].[CH3:17]O. (7) The reactants are: [Br:1][C:2]1[S:6][C:5]2[CH:7]=[C:8]([OH:11])[CH:9]=[CH:10][C:4]=2[C:3]=1[Br:12].[H-].[Na+].[CH2:15](Br)[C:16]1[CH:21]=[CH:20][CH:19]=[CH:18][CH:17]=1.O. Given the product [CH2:15]([O:11][C:8]1[CH:9]=[CH:10][C:4]2[C:3]([Br:12])=[C:2]([Br:1])[S:6][C:5]=2[CH:7]=1)[C:16]1[CH:21]=[CH:20][CH:19]=[CH:18][CH:17]=1, predict the reactants needed to synthesize it. (8) Given the product [Br:1][C:2]1[CH:7]=[CH:6][C:5]([NH:8][C:9]2[N:10]([CH3:20])[C:11](=[O:19])[C:12]([Cl:40])=[CH:13][C:14]=2[C:15]([O:17][CH3:18])=[O:16])=[C:4]([F:21])[CH:3]=1, predict the reactants needed to synthesize it. The reactants are: [Br:1][C:2]1[CH:7]=[CH:6][C:5]([NH:8][C:9]2[N:10]([CH3:20])[C:11](=[O:19])[CH:12]=[CH:13][C:14]=2[C:15]([O:17][CH3:18])=[O:16])=[C:4]([F:21])[CH:3]=1.BrC1C=CC(NC2C=CC([Cl:40])(C(OC)=O)C(=O)N2C)=C(F)C=1.ClN1C(=O)CCC1=O. (9) Given the product [C:25]([N:22]1[CH2:23][CH2:24][C@H:19]([NH:18][C:16](=[O:17])[O:15][CH2:8][C:9]2[CH:14]=[CH:13][CH:12]=[CH:11][CH:10]=2)[C@H:20]([O:32][CH3:33])[CH2:21]1)(=[O:26])[NH2:38], predict the reactants needed to synthesize it. The reactants are: Cl.C(OCC)(=O)C.[CH2:8]([O:15][C:16]([NH:18][C@H:19]1[CH2:24][CH2:23][N:22]([C:25](OC(C)(C)C)=[O:26])[CH2:21][C@H:20]1[O:32][CH3:33])=[O:17])[C:9]1[CH:14]=[CH:13][CH:12]=[CH:11][CH:10]=1.C[Si]([N:38]=C=O)(C)C.CO. (10) Given the product [NH:1]1[C:9]2[C:4](=[CH:5][CH:6]=[CH:7][CH:8]=2)[CH:3]=[C:2]1[C:10]([NH:13][C@H:14]([C:16]([N:18]1[C:24](=[O:25])[CH:23]([CH3:26])[C:22]2[CH:27]=[CH:28][CH:29]=[CH:30][C:21]=2[C:20]2[C:31]([NH2:35])=[CH:32][CH:33]=[CH:34][C:19]1=2)=[O:17])[CH3:15])=[O:12], predict the reactants needed to synthesize it. The reactants are: [NH:1]1[C:9]2[C:4](=[CH:5][CH:6]=[CH:7][CH:8]=2)[CH:3]=[C:2]1[C:10]([OH:12])=O.[NH2:13][C@H:14]([C:16]([N:18]1[C:24](=[O:25])[CH:23]([CH3:26])[C:22]2[CH:27]=[CH:28][CH:29]=[CH:30][C:21]=2[C:20]2[C:31]([NH2:35])=[CH:32][CH:33]=[CH:34][C:19]1=2)=[O:17])[CH3:15].